This data is from Catalyst prediction with 721,799 reactions and 888 catalyst types from USPTO. The task is: Predict which catalyst facilitates the given reaction. Reactant: [NH:1]1[C:5]2=[N:6][C:7]([NH2:10])=[CH:8][CH:9]=[C:4]2[CH:3]=[CH:2]1.[C:11]1(=O)[O:16][C:14](=[O:15])[C:13]2=[CH:17][CH:18]=[CH:19][CH:20]=[C:12]12.C([O-])(=O)C.[Na+].C(=O)(O)[O-].[Na+]. Product: [NH:1]1[C:5]2=[N:6][C:7]([N:10]3[C:14](=[O:15])[C:13]4[C:12](=[CH:20][CH:19]=[CH:18][CH:17]=4)[C:11]3=[O:16])=[CH:8][CH:9]=[C:4]2[CH:3]=[CH:2]1. The catalyst class is: 342.